Dataset: Full USPTO retrosynthesis dataset with 1.9M reactions from patents (1976-2016). Task: Predict the reactants needed to synthesize the given product. (1) Given the product [CH3:28][O:29][C:30]1[CH:35]=[CH:34][CH:33]=[CH:32][C:31]=1[NH:36][C:17]([C@@H:13]1[CH2:14][CH2:15][CH2:16][N:11]([C:6]2[CH:7]=[CH:8][CH:9]=[C:10]3[C:5]=2[C:4](=[O:20])[N:3]([CH2:21][C:22]2[CH:27]=[CH:26][N:25]=[CH:24][CH:23]=2)[C:2]3=[O:1])[CH2:12]1)=[O:18], predict the reactants needed to synthesize it. The reactants are: [O:1]=[C:2]1[C:10]2[C:5](=[C:6]([N:11]3[CH2:16][CH2:15][CH2:14][C@@H:13]([C:17](O)=[O:18])[CH2:12]3)[CH:7]=[CH:8][CH:9]=2)[C:4](=[O:20])[N:3]1[CH2:21][C:22]1[CH:27]=[CH:26][N:25]=[CH:24][CH:23]=1.[CH3:28][O:29][C:30]1[C:31]([NH2:36])=[CH:32][CH:33]=[CH:34][CH:35]=1.F[P-](F)(F)(F)(F)F.N1(O[P+](N(C)C)(N(C)C)N(C)C)C2C=CC=CC=2N=N1. (2) Given the product [CH3:1][O:2][CH:3]([O:19][CH3:20])[C@@:4]1([CH3:18])[C@H:9]([OH:10])[C@@H:8]([N:30]([C:26]2[CH:27]=[CH:28][CH:29]=[C:24]([Cl:21])[CH:25]=2)[CH2:31][C:32]2[NH:33][CH:34]=[CH:35][N:36]=2)[C:7]2[CH:11]=[C:12]([N+:15]([O-:17])=[O:16])[CH:13]=[CH:14][C:6]=2[O:5]1, predict the reactants needed to synthesize it. The reactants are: [CH3:1][O:2][CH:3]([O:19][CH3:20])[C@@:4]1([CH3:18])[C@@H:9]2[O:10][C@@H:8]2[C:7]2[CH:11]=[C:12]([N+:15]([O-:17])=[O:16])[CH:13]=[CH:14][C:6]=2[O:5]1.[Cl:21]([C:24]1[CH:25]=[C:26]([NH:30][CH2:31][C:32]2[NH:33][CH:34]=[CH:35][N:36]=2)[CH:27]=[CH:28][CH:29]=1)(=O)=O. (3) Given the product [C:17]([O:7][CH2:6][C@H:5]1[O:8][C@@H:1]([N:9]2[CH2:16][NH:15][C:13]([NH2:14])=[N:12][C:10]2=[O:11])[CH2:2][C@@H:3]1[OH:4])(=[O:33])[CH2:18][CH2:19][CH2:20][CH2:21][CH2:22][CH2:23][CH2:24][CH2:25][CH2:26][CH2:27][CH2:28][CH2:29][CH2:30][CH2:31][CH3:32], predict the reactants needed to synthesize it. The reactants are: [C@@H:1]1([N:9]2[CH2:16][NH:15][C:13]([NH2:14])=[N:12][C:10]2=[O:11])[O:8][C@H:5]([CH2:6][OH:7])[C@@H:3]([OH:4])[CH2:2]1.[C:17](O)(=[O:33])[CH2:18][CH2:19][CH2:20][CH2:21][CH2:22][CH2:23][CH2:24][CH2:25][CH2:26][CH2:27][CH2:28][CH2:29][CH2:30][CH2:31][CH3:32].